This data is from Full USPTO retrosynthesis dataset with 1.9M reactions from patents (1976-2016). The task is: Predict the reactants needed to synthesize the given product. (1) Given the product [C:36]1([CH3:46])[CH:37]=[CH:38][C:39]([S:42]([OH:45])(=[O:43])=[O:44])=[CH:40][CH:41]=1.[NH2:18][CH2:17][C:8]1([CH2:7][C:6]([OH:26])=[O:5])[CH2:14][CH:13]2[CH:9]1[CH:10]=[C:11]([CH2:15][CH3:16])[CH2:12]2, predict the reactants needed to synthesize it. The reactants are: C([O:5][C:6](=[O:26])[CH2:7][C:8]1([CH2:17][NH:18]C(OC(C)(C)C)=O)[CH2:14][CH:13]2[CH:9]1[CH:10]=[C:11]([CH2:15][CH3:16])[CH2:12]2)(C)(C)C.C1(SC)C=CC=CC=1.O.[C:36]1([CH3:46])[CH:41]=[CH:40][C:39]([S:42]([OH:45])(=[O:44])=[O:43])=[CH:38][CH:37]=1. (2) Given the product [CH3:22][C:9]1[C:8]([C:23]2[CH:28]=[CH:27][CH:26]=[CH:25][CH:24]=2)=[C:7]([N:29]2[CH2:34][CH2:33][NH:32][CH2:31][CH2:30]2)[N:12]2[C:13]3[CH:19]=[CH:18][CH:17]=[N:16][C:14]=3[N:15]=[C:11]2[C:10]=1[C:20]#[N:21], predict the reactants needed to synthesize it. The reactants are: CN(C)C=O.Cl[C:7]1[N:12]2[C:13]3[CH:19]=[CH:18][CH:17]=[N:16][C:14]=3[N:15]=[C:11]2[C:10]([C:20]#[N:21])=[C:9]([CH3:22])[C:8]=1[C:23]1[CH:28]=[CH:27][CH:26]=[CH:25][CH:24]=1.[NH:29]1[CH2:34][CH2:33][NH:32][CH2:31][CH2:30]1.C(N(CC)CC)C. (3) Given the product [OH:21][CH2:11][CH:10]([C:14]1[C:13]([OH:12])=[C:18]([CH3:19])[C:17]([CH3:20])=[CH:16][CH:15]=1)[C:7]1[CH:6]=[CH:5][C:4]([CH:1]([CH3:3])[CH3:2])=[CH:9][CH:8]=1, predict the reactants needed to synthesize it. The reactants are: [CH:1]([C:4]1[CH:9]=[CH:8][C:7]([CH:10]2[C:14]3[CH:15]=[CH:16][C:17]([CH3:20])=[C:18]([CH3:19])[C:13]=3[O:12][C:11]2=[O:21])=[CH:6][CH:5]=1)([CH3:3])[CH3:2]. (4) The reactants are: [CH2:1]([C:3]1[N:8]=[C:7]([NH2:9])[CH:6]=[CH:5][CH:4]=1)[CH3:2].[C:10](=[O:13])(O)[OH:11].[C:14]1(Cl)[CH:19]=[CH:18][CH:17]=[CH:16][CH:15]=1.[OH-].[Na+]. Given the product [CH2:1]([C:3]1[N:8]=[C:7]([NH:9][C:10](=[O:13])[O:11][C:14]2[CH:19]=[CH:18][CH:17]=[CH:16][CH:15]=2)[CH:6]=[CH:5][CH:4]=1)[CH3:2], predict the reactants needed to synthesize it. (5) The reactants are: [F:1][C:2]([F:7])([F:6])[C:3]([OH:5])=[O:4].[CH2:8]([S:10]([N:13]1[CH2:18][CH2:17][CH:16]([C:19]2[C:27]3[C:22](=[C:23]([C:43]([NH2:45])=[O:44])[CH:24]=[C:25]([C:28]4[CH:33]=[C:32]([CH2:34][NH:35][CH2:36][C@@H:37]5[CH2:41][CH2:40][CH2:39][O:38]5)[CH:31]=[C:30]([F:42])[CH:29]=4)[CH:26]=3)[NH:21][CH:20]=2)[CH2:15][CH2:14]1)(=[O:12])=[O:11])[CH3:9].O1CCC[C@H]1CN. Given the product [F:1][C:2]([F:7])([F:6])[C:3]([OH:5])=[O:4].[CH2:8]([S:10]([N:13]1[CH2:18][CH2:17][CH:16]([C:19]2[C:27]3[C:22](=[C:23]([C:43]([NH2:45])=[O:44])[CH:24]=[C:25]([C:28]4[CH:33]=[C:32]([CH2:34][NH:35][CH2:36][C:37]5[O:38][CH:39]=[CH:40][CH:41]=5)[CH:31]=[C:30]([F:42])[CH:29]=4)[CH:26]=3)[NH:21][CH:20]=2)[CH2:15][CH2:14]1)(=[O:12])=[O:11])[CH3:9], predict the reactants needed to synthesize it. (6) Given the product [CH3:19][C:20]1[CH:21]=[CH:22][C:23]([CH3:26])=[CH:24][C:25]=1[C:5]([C:4]1[CH:8]=[CH:9][CH:10]=[CH:11][C:3]=1[S:2][CH3:1])=[O:6], predict the reactants needed to synthesize it. The reactants are: [CH3:1][S:2][C:3]1[CH:11]=[CH:10][CH:9]=[CH:8][C:4]=1[C:5](Cl)=[O:6].[Al+3].[Cl-].[Cl-].[Cl-].C(Cl)Cl.[CH3:19][C:20]1[CH:21]=[CH:22][C:23]([CH3:26])=[CH:24][CH:25]=1. (7) Given the product [F:41][C:37]1([F:40])[CH2:38][CH2:39][N:34]([S:31]([C:26]2[CH:25]=[CH:30][CH:29]=[CH:28][C:27]=2[C:6]2[CH:5]=[CH:4][C:3]([C:17]3[N:18]=[CH:19][C:20]([NH2:23])=[N:21][CH:22]=3)=[C:2]([F:1])[CH:7]=2)(=[O:33])=[O:32])[CH2:35][CH2:36]1, predict the reactants needed to synthesize it. The reactants are: [F:1][C:2]1[CH:7]=[C:6](B2OC(C)(C)C(C)(C)O2)[CH:5]=[CH:4][C:3]=1[C:17]1[N:18]=[CH:19][C:20]([NH2:23])=[N:21][CH:22]=1.Br[C:25]1[CH:30]=[CH:29][CH:28]=[CH:27][C:26]=1[S:31]([N:34]1[CH2:39][CH2:38][C:37]([F:41])([F:40])[CH2:36][CH2:35]1)(=[O:33])=[O:32].